Dataset: hERG potassium channel inhibition data for cardiac toxicity prediction from Karim et al.. Task: Regression/Classification. Given a drug SMILES string, predict its toxicity properties. Task type varies by dataset: regression for continuous values (e.g., LD50, hERG inhibition percentage) or binary classification for toxic/non-toxic outcomes (e.g., AMES mutagenicity, cardiotoxicity, hepatotoxicity). Dataset: herg_karim. The molecule is CC(C)Oc1ccc(F)cc1-c1ccc(N2C[C@@H](CNC(=O)c3ccc(-c4nc5cc(C#N)cc(C(C)C)c5o4)cc3)OC2=O)nc1. The result is 0 (non-blocker).